This data is from Catalyst prediction with 721,799 reactions and 888 catalyst types from USPTO. The task is: Predict which catalyst facilitates the given reaction. (1) Reactant: [O:1]=[S:2]1(=[O:34])[CH2:7][CH2:6][N:5]([CH2:8][CH2:9][NH:10][C:11]([C:13]2[CH:14]=[CH:15][C:16]([CH2:22][CH2:23][CH2:24][CH2:25][NH:26]C(=O)OC(C)(C)C)=[N:17][C:18]=2[NH:19][CH2:20][CH3:21])=[O:12])[CH2:4][CH2:3]1.[C:35]([OH:41])([C:37]([F:40])([F:39])[F:38])=[O:36]. Product: [F:38][C:37]([F:40])([F:39])[C:35]([OH:41])=[O:36].[F:38][C:37]([F:40])([F:39])[C:35]([OH:41])=[O:36].[NH2:26][CH2:25][CH2:24][CH2:23][CH2:22][C:16]1[CH:15]=[CH:14][C:13]([C:11]([NH:10][CH2:9][CH2:8][N:5]2[CH2:6][CH2:7][S:2](=[O:34])(=[O:1])[CH2:3][CH2:4]2)=[O:12])=[C:18]([NH:19][CH2:20][CH3:21])[N:17]=1. The catalyst class is: 2. (2) Reactant: [CH2:1]([N:8]1[CH2:13][CH2:12][CH:11]([CH:14]([C:16]2[C:21]([CH3:22])=[C:20]([O:23]C)[C:19]([CH3:25])=[C:18]([CH3:26])[C:17]=2[O:27]C)O)[CH2:10][CH2:9]1)[C:2]1[CH:7]=[CH:6][CH:5]=[CH:4][CH:3]=1.Br.[OH-].[Na+]. Product: [CH2:1]([N:8]1[CH2:13][CH2:12][C:11]2([CH2:14][C:16]3[C:21]([CH3:22])=[C:20]([OH:23])[C:19]([CH3:25])=[C:18]([CH3:26])[C:17]=3[O:27]2)[CH2:10][CH2:9]1)[C:2]1[CH:7]=[CH:6][CH:5]=[CH:4][CH:3]=1. The catalyst class is: 15. (3) Reactant: [CH:1]([N:4]1[CH2:9][CH2:8][N:7]([C:10]([C:12]2[CH:13]=[N:14][C:15]([CH2:18][N:19]3[CH2:24][CH2:23][CH2:22][CH2:21][CH2:20]3)=[CH:16][CH:17]=2)=[O:11])[CH2:6][CH2:5]1)([CH3:3])[CH3:2].COC(=O)C1C=CC(CN2CCCCC2)=NC=1.[Mg+2].[Br-].[Br-].O(CC)CC.C(N1CCNCC1)(C)C. Product: [NH3:4].[CH:1]([N:4]1[CH2:5][CH2:6][N:7]([C:10]([C:12]2[CH:13]=[N:14][C:15]([CH2:18][N:19]3[CH2:20][CH2:21][CH2:22][CH2:23][CH2:24]3)=[CH:16][CH:17]=2)=[O:11])[CH2:8][CH2:9]1)([CH3:3])[CH3:2]. The catalyst class is: 1. (4) Reactant: Br[C:2]1[CH:11]=[C:10]2[C:5]([N:6]=[CH:7][CH:8]=[N:9]2)=[C:4]([C:12]([NH:14][CH2:15][C:16]([O:18][CH2:19][CH3:20])=[O:17])=[O:13])[C:3]=1[OH:21].[S:22]1[C:26]2[CH:27]=[CH:28][CH:29]=[CH:30][C:25]=2[C:24](B(O)O)=[CH:23]1.C(=O)([O-])[O-].[K+].[K+]. Product: [S:22]1[C:26]2[CH:27]=[CH:28][CH:29]=[CH:30][C:25]=2[C:24]([C:2]2[CH:11]=[C:10]3[C:5]([N:6]=[CH:7][CH:8]=[N:9]3)=[C:4]([C:12]([NH:14][CH2:15][C:16]([O:18][CH2:19][CH3:20])=[O:17])=[O:13])[C:3]=2[OH:21])=[CH:23]1. The catalyst class is: 70. (5) Reactant: [CH3:1][O:2][C:3]1[CH:4]=[C:5]2[C:10](=[CH:11][CH:12]=1)[CH:9]=[C:8]([C@H:13]([CH3:17])[C:14]([OH:16])=[O:15])[CH:7]=[CH:6]2.[OH:18][CH2:19][CH2:20][N:21]([CH2:32][CH2:33]O)[S:22]([C:25]1[CH:30]=[CH:29][C:28]([CH3:31])=[CH:27][CH:26]=1)(=[O:24])=[O:23].Cl.CN(C)CCCN=C=NCC. Product: [CH3:1][O:2][C:3]1[CH:4]=[C:5]2[C:10](=[CH:11][CH:12]=1)[CH:9]=[C:8]([C@H:13]([CH3:17])[C:14]([O:16][CH2:33][CH2:32][N:21]([CH2:20][CH2:19][OH:18])[S:22]([C:25]1[CH:30]=[CH:29][C:28]([CH3:31])=[CH:27][CH:26]=1)(=[O:24])=[O:23])=[O:15])[CH:7]=[CH:6]2. The catalyst class is: 59.